From a dataset of Full USPTO retrosynthesis dataset with 1.9M reactions from patents (1976-2016). Predict the reactants needed to synthesize the given product. (1) Given the product [CH3:7][O:8][C:9]1[N:10]=[C:11]2[C:16](=[CH:17][CH:18]=1)[N:15]=[CH:14][CH:13]=[C:12]2[O:19][CH2:21][C:22]([OH:24])=[O:23], predict the reactants needed to synthesize it. The reactants are: C([O-])([O-])=O.[K+].[K+].[CH3:7][O:8][C:9]1[N:10]=[C:11]2[C:16](=[CH:17][CH:18]=1)[N:15]=[CH:14][CH:13]=[C:12]2[OH:19].Br[CH2:21][C:22]([O:24]CC)=[O:23].[OH-].[Na+]. (2) Given the product [Br:1][C:2]1[CH:11]=[C:10]2[C:5](=[CH:4][C:3]=1[O:15][CH3:16])[C:6]([CH3:14])([CH3:13])[CH2:7][CH:8]=[C:9]2[CH:17]([CH3:19])[CH3:18], predict the reactants needed to synthesize it. The reactants are: [Br:1][C:2]1[CH:11]=[C:10]2[C:5]([C:6]([CH3:14])([CH3:13])[CH2:7][CH2:8][C:9]2=O)=[CH:4][C:3]=1[O:15][CH3:16].[CH:17]([Mg]Br)([CH3:19])[CH3:18]. (3) Given the product [OH:32][CH2:31][C@H:27]([NH:26][C:18]1[C:19]2[S:24][C:23](=[O:25])[NH:22][C:20]=2[N:21]=[C:16]([S:15][C@H:38]([C:40]2[CH:45]=[CH:44][CH:43]=[CH:42][CH:41]=2)[CH3:39])[N:17]=1)[CH2:28][CH2:29][CH3:30], predict the reactants needed to synthesize it. The reactants are: [OH:32][CH2:31][C@H:27]([NH:26][C:18]1[C:19]2[S:24][C:23](=[O:25])[NH:22][C:20]=2[N:21]=[C:16]([S:15][S:15][C:16]2[N:17]=[C:18]([NH:26][C@@H:27]([CH2:31][OH:32])[CH2:28][CH2:29][CH3:30])[C:19]3[S:24][C:23](=[O:25])[NH:22][C:20]=3[N:21]=2)[N:17]=1)[CH2:28][CH2:29][CH3:30].Cl[C@@H:38]([C:40]1[CH:45]=[CH:44][CH:43]=[CH:42][CH:41]=1)[CH3:39]. (4) Given the product [CH2:1]([N:8]1[C:16]2[C:11](=[CH:12][CH:13]=[C:14]([N+:17]([O-:19])=[O:18])[CH:15]=2)[C:10]([C:20]([OH:28])([C:21]([F:23])([F:22])[F:24])[CH2:25][CH:26]=[O:29])=[CH:9]1)[C:2]1[CH:3]=[CH:4][CH:5]=[CH:6][CH:7]=1, predict the reactants needed to synthesize it. The reactants are: [CH2:1]([N:8]1[C:16]2[C:11](=[CH:12][CH:13]=[C:14]([N+:17]([O-:19])=[O:18])[CH:15]=2)[C:10]([C:20]([OH:28])([CH2:25][CH:26]=C)[C:21]([F:24])([F:23])[F:22])=[CH:9]1)[C:2]1[CH:7]=[CH:6][CH:5]=[CH:4][CH:3]=1.[O:29]=[O+][O-]. (5) Given the product [CH2:1]([O:3][C:4]([C:6]1[CH:10]=[C:9]([CH2:11][OH:12])[N:8]([CH2:14][C:15]2[CH:19]=[C:18]([C:20]3[S:21][C:22]([Cl:25])=[CH:23][CH:24]=3)[O:17][N:16]=2)[N:7]=1)=[O:5])[CH3:2], predict the reactants needed to synthesize it. The reactants are: [CH2:1]([O:3][C:4]([C:6]1[CH:10]=[C:9]([C:11](O)=[O:12])[N:8]([CH2:14][C:15]2[CH:19]=[C:18]([C:20]3[S:21][C:22]([Cl:25])=[CH:23][CH:24]=3)[O:17][N:16]=2)[N:7]=1)=[O:5])[CH3:2].CO. (6) Given the product [Cl:15][C:12]1[C:13](=[O:14])[NH:8][N:9]=[CH:10][C:11]=1[C:16]1[CH:17]=[CH:18][C:19]([Cl:22])=[CH:20][CH:21]=1, predict the reactants needed to synthesize it. The reactants are: C([N:8]1[C:13](=[O:14])[C:12]([Cl:15])=[C:11]([C:16]2[CH:21]=[CH:20][C:19]([Cl:22])=[CH:18][CH:17]=2)[CH:10]=[N:9]1)C1C=CC=CC=1.[Cl-].[Al+3].[Cl-].[Cl-]. (7) Given the product [CH3:1][N:2]1[C:6]([C:7]2[CH:8]=[C:9]3[N:15]([CH2:16][C:17]4([F:25])[CH2:22][CH2:21][C:20]([F:24])([F:23])[CH2:19][CH2:18]4)[CH:14]=[C:13]([C:36]4[CH:45]=[CH:44][C:39]([C:40]([O:42][CH3:43])=[O:41])=[CH:38][CH:37]=4)[C:10]3=[N:11][CH:12]=2)=[C:5]([CH3:27])[N:4]=[N:3]1, predict the reactants needed to synthesize it. The reactants are: [CH3:1][N:2]1[C:6]([C:7]2[CH:8]=[C:9]3[N:15]([CH2:16][C:17]4([F:25])[CH2:22][CH2:21][C:20]([F:24])([F:23])[CH2:19][CH2:18]4)[CH:14]=[C:13](I)[C:10]3=[N:11][CH:12]=2)=[C:5]([CH3:27])[N:4]=[N:3]1.CC1(C)C(C)(C)OB([C:36]2[CH:45]=[CH:44][C:39]([C:40]([O:42][CH3:43])=[O:41])=[CH:38][CH:37]=2)O1.C(=O)([O-])[O-].[K+].[K+].